This data is from Forward reaction prediction with 1.9M reactions from USPTO patents (1976-2016). The task is: Predict the product of the given reaction. (1) Given the reactants [F:1][C:2]1[CH:39]=[CH:38][C:5]2[C:6]([CH:9]3[CH2:14][CH2:13][N:12]([CH2:15][CH2:16][C:17]4[C:22](=[O:23])[N:21]5[CH2:24][CH2:25][CH2:26][CH:27]([O:28][CH2:29][CH2:30][CH2:31][CH2:32][CH2:33][C:34](O)=[O:35])[C:20]5=[N:19][C:18]=4[CH3:37])[CH2:11][CH2:10]3)=[N:7][O:8][C:4]=2[CH:3]=1.[C:40]([O:44][C:45]([N:47]1[CH2:52][CH2:51][NH:50][CH2:49][CH2:48]1)=[O:46])([CH3:43])([CH3:42])[CH3:41].C(N(C(C)C)CC)(C)C.C(P(=O)(OCC)OCC)#N, predict the reaction product. The product is: [F:1][C:2]1[CH:39]=[CH:38][C:5]2[C:6]([CH:9]3[CH2:14][CH2:13][N:12]([CH2:15][CH2:16][C:17]4[C:22](=[O:23])[N:21]5[CH2:24][CH2:25][CH2:26][CH:27]([O:28][CH2:29][CH2:30][CH2:31][CH2:32][CH2:33][C:34]([N:50]6[CH2:51][CH2:52][N:47]([C:45]([O:44][C:40]([CH3:43])([CH3:41])[CH3:42])=[O:46])[CH2:48][CH2:49]6)=[O:35])[C:20]5=[N:19][C:18]=4[CH3:37])[CH2:11][CH2:10]3)=[N:7][O:8][C:4]=2[CH:3]=1. (2) Given the reactants Br[C:2]1[CH:7]=[CH:6][C:5]([CH2:8][S:9]([N:12]([C:17]2[CH:22]=[CH:21][CH:20]=[C:19]([Cl:23])[CH:18]=2)[CH2:13][CH:14]([CH3:16])[CH3:15])(=[O:11])=[O:10])=[CH:4][CH:3]=1.CS([N:28]1[CH2:33][CH2:32][NH:31][CH2:30][CH2:29]1)(=O)=O.CC1(C)C2C(=C(P(C3C=CC=CC=3)C3C=CC=CC=3)C=CC=2)[O:55][C:37]2C(P(C3C=CC=CC=3)C3C=CC=CC=3)=CC=C[C:36]1=2.CC(C)([O-])C.[Na+], predict the reaction product. The product is: [C:37]([N:28]1[CH2:33][CH2:32][N:31]([C:2]2[CH:7]=[CH:6][C:5]([CH2:8][S:9]([N:12]([C:17]3[CH:22]=[CH:21][CH:20]=[C:19]([Cl:23])[CH:18]=3)[CH2:13][CH:14]([CH3:16])[CH3:15])(=[O:11])=[O:10])=[CH:4][CH:3]=2)[CH2:30][CH2:29]1)(=[O:55])[CH3:36]. (3) Given the reactants [CH:1]1[C:9]2[C:8]3[CH:10]=[CH:11][CH:12]=[CH:13][C:7]=3[O:6][C:5]=2[C:4](B(O)O)=[CH:3][CH:2]=1.[OH:17]O.Cl, predict the reaction product. The product is: [OH:17][C:4]1[C:5]2[O:6][C:7]3[CH:13]=[CH:12][CH:11]=[CH:10][C:8]=3[C:9]=2[CH:1]=[CH:2][CH:3]=1.